Task: Predict the product of the given reaction.. Dataset: Forward reaction prediction with 1.9M reactions from USPTO patents (1976-2016) (1) Given the reactants [CH3:1][O:2][CH2:3][C:4]1[CH:9]=[C:8]([N+:10]([O-:12])=[O:11])[CH:7]=[CH:6][C:5]=1[N:13]1[CH:18]=[CH:17][CH:16]=[C:15]([CH:19]=[CH2:20])[C:14]1=[O:21].C12BC(CCC1)CCC2.[O:31]1CCCC1, predict the reaction product. The product is: [OH:31][CH2:20][CH2:19][C:15]1[C:14](=[O:21])[N:13]([C:5]2[CH:6]=[CH:7][C:8]([N+:10]([O-:12])=[O:11])=[CH:9][C:4]=2[CH2:3][O:2][CH3:1])[CH:18]=[CH:17][CH:16]=1. (2) Given the reactants [NH2:1][C:2]1[S:6][C:5]2[CH2:7][CH2:8][CH2:9][C:4]=2[C:3]=1[C:10]([C:12]1[CH:17]=[CH:16][C:15]([S:18]([CH3:21])(=[O:20])=[O:19])=[CH:14][CH:13]=1)=O.[F:22][C:23]([F:31])([F:30])[C:24](=[O:29])[CH2:25][C:26](=O)[CH3:27], predict the reaction product. The product is: [F:22][C:23]([F:31])([F:30])[C:24]([C:25]1[C:10]([C:12]2[CH:17]=[CH:16][C:15]([S:18]([CH3:21])(=[O:20])=[O:19])=[CH:14][CH:13]=2)=[C:3]2[C:4]3[CH2:9][CH2:8][CH2:7][C:5]=3[S:6][C:2]2=[N:1][C:26]=1[CH3:27])=[O:29]. (3) Given the reactants [CH3:1][C:2]1([C:7]2[N:8]=[C:9]([CH2:12][N:13]3[N:17]=[C:16]([NH2:18])[CH:15]=[N:14]3)[S:10][CH:11]=2)[O:6]CCO1.[CH3:19][C:20]1[O:21][C:22]([C:28]2[CH:33]=[CH:32][CH:31]=[CH:30][CH:29]=2)=[C:23]([C:25](O)=[O:26])[N:24]=1, predict the reaction product. The product is: [C:2]([C:7]1[N:8]=[C:9]([CH2:12][N:13]2[N:17]=[C:16]([NH:18][C:25]([C:23]3[N:24]=[C:20]([CH3:19])[O:21][C:22]=3[C:28]3[CH:29]=[CH:30][CH:31]=[CH:32][CH:33]=3)=[O:26])[CH:15]=[N:14]2)[S:10][CH:11]=1)(=[O:6])[CH3:1]. (4) Given the reactants [O:1]1[C:6]2=[C:7]3[C:11](=[CH:12][CH:13]=[C:5]2[O:4][CH2:3][C@@H:2]1[CH2:14][OH:15])[NH:10][CH:9]=[CH:8]3.[C:16]1([CH3:26])[CH:21]=[CH:20][C:19]([S:22](Cl)(=[O:24])=[O:23])=[CH:18][CH:17]=1, predict the reaction product. The product is: [C:16]1([CH3:26])[CH:21]=[CH:20][C:19]([S:22]([O:15][CH2:14][C@H:2]2[O:1][C:6]3=[C:7]4[C:11](=[CH:12][CH:13]=[C:5]3[O:4][CH2:3]2)[NH:10][CH:9]=[CH:8]4)(=[O:24])=[O:23])=[CH:18][CH:17]=1. (5) Given the reactants [NH2:1][C:2]1[CH:7]=[C:6]([C:8]2[C:9]([C:20]3[CH:25]=[CH:24][CH:23]=[C:22]([F:26])[CH:21]=3)=[N:10][N:11]([C:13]3[CH:18]=[CH:17][C:16](=[O:19])[NH:15][N:14]=3)[CH:12]=2)[CH:5]=[CH:4][N:3]=1.NC1C=C(C2C(C3C=CC=CC=3)=NN(C3C=CC(=O)NN=3)C=2)C=CN=1, predict the reaction product. The product is: [NH2:1][C:2]1[CH:7]=[C:6]([C:8]2[C:9]([C:20]3[CH:25]=[CH:24][CH:23]=[C:22]([F:26])[CH:21]=3)=[N:10][N:11]([C:13]3[CH2:18][CH2:17][C:16](=[O:19])[NH:15][N:14]=3)[CH:12]=2)[CH:5]=[CH:4][N:3]=1. (6) Given the reactants [C:1]([O:21][CH2:22][CH2:23][CH2:24][CH2:25][CH2:26][CH2:27][CH:28]([CH3:30])[CH3:29])(=[O:20])[C:2]1[C:3](=[CH:16][CH:17]=[CH:18][CH:19]=1)[C:4]([O:6][CH2:7][CH2:8][CH2:9][CH2:10][CH2:11][CH2:12][CH:13]([CH3:15])[CH3:14])=[O:5].[H][H], predict the reaction product. The product is: [CH:3]1([C:4]([O:6][CH2:7][CH2:8][CH2:9][CH2:10][CH2:11][CH2:12][CH:13]([CH3:15])[CH3:14])=[O:5])[CH2:16][CH2:17][CH2:18][CH2:19][CH:2]1[C:1]([O:21][CH2:22][CH2:23][CH2:24][CH2:25][CH2:26][CH2:27][CH:28]([CH3:30])[CH3:29])=[O:20]. (7) Given the reactants Br[C:2]1[CH:7]=[CH:6][C:5]([C:8]2[N:12]=[C:11]([CH3:13])[O:10][N:9]=2)=[CH:4][CH:3]=1.[CH3:14][C:15]1[CH:35]=[CH:34][C:18]([C:19]([NH:21][C:22]2[CH:27]=[CH:26][CH:25]=[C:24]([N:28]3[CH2:33][CH2:32][O:31][CH2:30][CH2:29]3)[CH:23]=2)=[O:20])=[CH:17][C:16]=1B1OC(C)(C)C(C)(C)O1, predict the reaction product. The product is: [CH3:14][C:15]1[C:35]([C:2]2[CH:7]=[CH:6][C:5]([C:8]3[N:12]=[C:11]([CH3:13])[O:10][N:9]=3)=[CH:4][CH:3]=2)=[CH:34][C:18]([C:19]([NH:21][C:22]2[CH:27]=[CH:26][CH:25]=[C:24]([N:28]3[CH2:33][CH2:32][O:31][CH2:30][CH2:29]3)[CH:23]=2)=[O:20])=[CH:17][CH:16]=1.